This data is from NCI-60 drug combinations with 297,098 pairs across 59 cell lines. The task is: Regression. Given two drug SMILES strings and cell line genomic features, predict the synergy score measuring deviation from expected non-interaction effect. (1) Drug 2: C(=O)(N)NO. Synergy scores: CSS=3.02, Synergy_ZIP=-3.40, Synergy_Bliss=-4.92, Synergy_Loewe=-2.86, Synergy_HSA=-2.07. Cell line: SN12C. Drug 1: C1=CN(C=N1)CC(O)(P(=O)(O)O)P(=O)(O)O. (2) Drug 1: C1CCC(CC1)NC(=O)N(CCCl)N=O. Drug 2: C(=O)(N)NO. Cell line: UO-31. Synergy scores: CSS=8.32, Synergy_ZIP=-3.32, Synergy_Bliss=-1.85, Synergy_Loewe=-1.61, Synergy_HSA=-0.229.